Dataset: Full USPTO retrosynthesis dataset with 1.9M reactions from patents (1976-2016). Task: Predict the reactants needed to synthesize the given product. (1) Given the product [Br:1][C:2]1[CH:3]=[C:4]([N:8]2[CH2:13][CH2:12][N:11]([CH3:16])[CH2:10][CH2:9]2)[CH:5]=[CH:6][CH:7]=1, predict the reactants needed to synthesize it. The reactants are: [Br:1][C:2]1[CH:3]=[C:4]([N:8]2[CH2:13][CH2:12][NH:11][CH2:10][CH2:9]2)[CH:5]=[CH:6][CH:7]=1.C=O.[C:16]([BH3-])#N.[Na+].[Cl-].[NH4+]. (2) The reactants are: [CH3:1][O:2][C:3](=[O:24])[CH2:4][C:5]1[CH:14]=[C:13]([O:15]CC2C=CC=CC=2)[C:12]2[C:7](=[CH:8][CH:9]=[C:10]([F:23])[CH:11]=2)[CH:6]=1.[H][H].C(OCC)(=O)C.CCCCCC. Given the product [CH3:1][O:2][C:3](=[O:24])[CH2:4][C:5]1[CH:14]=[C:13]([OH:15])[C:12]2[C:7](=[CH:8][CH:9]=[C:10]([F:23])[CH:11]=2)[CH:6]=1, predict the reactants needed to synthesize it. (3) Given the product [CH3:1][O:2][C:3]1[N:8]=[CH:7][C:6]([C:9]2[O:13][C:12]([CH3:14])=[C:11]([CH:15]([NH:20][C:21]3[CH:22]=[CH:23][C:24]([C:27]([N:29]([CH3:37])[CH2:30][CH2:31][C:32]([OH:34])=[O:33])=[O:28])=[CH:25][CH:26]=3)[CH2:16][CH:17]([CH3:19])[CH3:18])[CH:10]=2)=[CH:5][CH:4]=1, predict the reactants needed to synthesize it. The reactants are: [CH3:1][O:2][C:3]1[N:8]=[CH:7][C:6]([C:9]2[O:13][C:12]([CH3:14])=[C:11]([CH:15]([NH:20][C:21]3[CH:26]=[CH:25][C:24]([C:27]([N:29]([CH3:37])[CH2:30][CH2:31][C:32]([O:34]CC)=[O:33])=[O:28])=[CH:23][CH:22]=3)[CH2:16][CH:17]([CH3:19])[CH3:18])[CH:10]=2)=[CH:5][CH:4]=1. (4) The reactants are: [CH3:13][C:12]([O:11][C:9](O[C:9]([O:11][C:12]([CH3:15])([CH3:14])[CH3:13])=[O:10])=[O:10])([CH3:15])[CH3:14].C([N:23]([CH:35]([CH3:37])[CH3:36])[C:24]1[CH:34]=[N:33][C:27]2[CH2:28][NH:29][CH2:30][CH2:31][O:32][C:26]=2[N:25]=1)C1C=CC=CC=1.C(N(CC)CC)C.Cl. Given the product [CH3:37][CH:35]([NH:23][C:24]1[CH:34]=[N:33][C:27]2[CH2:28][N:29]([C:9]([O:11][C:12]([CH3:13])([CH3:14])[CH3:15])=[O:10])[CH2:30][CH2:31][O:32][C:26]=2[N:25]=1)[CH3:36], predict the reactants needed to synthesize it. (5) Given the product [Br:1][C:2]1[CH:7]=[CH:6][C:5]([O:8][CH:21]2[CH2:24][O:23][CH2:22]2)=[CH:4][C:3]=1[F:9], predict the reactants needed to synthesize it. The reactants are: [Br:1][C:2]1[CH:7]=[CH:6][C:5]([OH:8])=[CH:4][C:3]=1[F:9].CC1C=CC(S(O[CH:21]2[CH2:24][O:23][CH2:22]2)(=O)=O)=CC=1.C(=O)([O-])[O-].[Cs+].[Cs+]. (6) Given the product [I:13][C:4]1[CH:5]=[C:6]([CH:11]=[CH:12][C:3]=1[CH2:2][O:15][CH3:14])[C:7]([O:9][CH3:10])=[O:8], predict the reactants needed to synthesize it. The reactants are: Br[CH2:2][C:3]1[CH:12]=[CH:11][C:6]([C:7]([O:9][CH3:10])=[O:8])=[CH:5][C:4]=1[I:13].[CH3:14][O-:15].[Na+]. (7) Given the product [CH:1]1([O:5][C@H:6]2[CH2:11][CH2:10][C@H:9]([N:12]3[CH2:17][CH2:16][CH:15]([NH2:19])[CH2:14][CH2:13]3)[CH2:8][CH2:7]2)[CH2:4][CH2:3][CH2:2]1, predict the reactants needed to synthesize it. The reactants are: [CH:1]1([O:5][C@H:6]2[CH2:11][CH2:10][C@H:9]([N:12]3[CH2:17][CH2:16][C:15](=O)[CH2:14][CH2:13]3)[CH2:8][CH2:7]2)[CH2:4][CH2:3][CH2:2]1.[NH3:19].CO.